Dataset: Full USPTO retrosynthesis dataset with 1.9M reactions from patents (1976-2016). Task: Predict the reactants needed to synthesize the given product. (1) Given the product [CH2:1]([C:3]1[CH:4]=[CH:5][C:6]([C:7]([NH:34][CH2:33][C:29]2[CH:28]=[C:27]([CH:32]=[CH:31][CH:30]=2)[O:26][C:23]2[CH:24]=[CH:25][C:20]([O:19][C:16]([CH3:18])([CH3:17])[C:15]([OH:37])=[O:14])=[C:21]([CH3:35])[CH:22]=2)=[O:9])=[CH:10][CH:11]=1)[CH3:2], predict the reactants needed to synthesize it. The reactants are: [CH2:1]([C:3]1[CH:11]=[CH:10][C:6]([C:7]([OH:9])=O)=[CH:5][CH:4]=1)[CH3:2].C([O:14][C:15](=[O:37])[C:16]([O:19][C:20]1[CH:25]=[CH:24][C:23]([O:26][C:27]2[CH:32]=[CH:31][CH:30]=[C:29]([CH2:33][NH2:34])[CH:28]=2)=[CH:22][C:21]=1[CH2:35]C)([CH3:18])[CH3:17])C. (2) Given the product [Cl:1][C:2]1[CH:24]=[CH:23][C:22]([C:25]([F:26])([F:27])[F:28])=[CH:21][C:3]=1[CH2:4][N:5]([CH2:6][C:7]1[CH:12]=[C:11]([C:13]([F:15])([F:16])[F:14])[CH:10]=[C:9]([C:17]([F:18])([F:19])[F:20])[CH:8]=1)[C:38]#[N:37], predict the reactants needed to synthesize it. The reactants are: [Cl:1][C:2]1[CH:24]=[CH:23][C:22]([C:25]([F:28])([F:27])[F:26])=[CH:21][C:3]=1[CH2:4][NH:5][CH2:6][C:7]1[CH:12]=[C:11]([C:13]([F:16])([F:15])[F:14])[CH:10]=[C:9]([C:17]([F:20])([F:19])[F:18])[CH:8]=1.C([O-])(=O)C.[Na+].C(O)C.[N:37]#[C:38]Br. (3) The reactants are: [NH2:1][C:2]1[CH:10]=[CH:9][C:5]2[N:6]=[CH:7][NH:8][C:4]=2[CH:3]=1.[CH3:11][O:12][C:13]1[CH:20]=[CH:19][CH:18]=[CH:17][C:14]=1[CH:15]=O.[Si](C#N)(C)(C)C.[N:27]1([C:32](N2C=CN=C2)=[O:33])C=CN=[CH:28]1. Given the product [NH:6]1[C:5]2[CH:9]=[CH:10][C:2]([N:1]3[CH:15]([C:14]4[CH:17]=[CH:18][CH:19]=[CH:20][C:13]=4[O:12][CH3:11])[CH2:28][NH:27][C:32]3=[O:33])=[CH:3][C:4]=2[N:8]=[CH:7]1, predict the reactants needed to synthesize it. (4) The reactants are: [CH3:1][C:2]([C:6]1[O:10][N:9]=[C:8]([NH:11][C:12]([NH:14][C:15]2[CH:20]=[CH:19][C:18]([C:21]3[N:22]=[C:23]4[N:27]([CH:28]=3)[C:26]3[CH:29]=[CH:30][C:31]([O:33][CH2:34][CH2:35][N:36]5[CH2:41][CH2:40][O:39][CH2:38][CH2:37]5)=[CH:32][C:25]=3[S:24]4)=[CH:17][CH:16]=2)=[O:13])[CH:7]=1)([CH3:5])[CH:3]=[O:4].S(N)(=O)(=O)[OH:43].Cl([O-])=O.[Na+].[OH-].[Na+]. Given the product [CH3:5][C:2]([C:6]1[O:10][N:9]=[C:8]([NH:11][C:12]([NH:14][C:15]2[CH:16]=[CH:17][C:18]([C:21]3[N:22]=[C:23]4[N:27]([CH:28]=3)[C:26]3[CH:29]=[CH:30][C:31]([O:33][CH2:34][CH2:35][N:36]5[CH2:37][CH2:38][O:39][CH2:40][CH2:41]5)=[CH:32][C:25]=3[S:24]4)=[CH:19][CH:20]=2)=[O:13])[CH:7]=1)([CH3:1])[C:3]([OH:43])=[O:4], predict the reactants needed to synthesize it. (5) Given the product [CH3:1][N:2]1[C:6]([NH:7][C:11]2[CH:12]=[CH:13][C:14]([O:17][C:18]([F:19])([F:20])[F:21])=[CH:15][CH:16]=2)=[CH:5][CH:4]([CH3:22])[NH:3]1, predict the reactants needed to synthesize it. The reactants are: [CH3:1][N:2]1[C:6]([N:7]([C:11]2[CH:16]=[CH:15][C:14]([O:17][C:18]([F:21])([F:20])[F:19])=[CH:13][CH:12]=2)C(=O)C)=[CH:5][CH:4]([CH3:22])[NH:3]1.Cl.O.C(=O)(O)[O-].[Na+]. (6) The reactants are: [F:1][C:2]1([F:17])[O:6][C:5]2[CH:7]=[CH:8][C:9]([C:11]3([C:14](Cl)=[O:15])[CH2:13][CH2:12]3)=[CH:10][C:4]=2[O:3]1.[CH3:18][O:19][C:20]1[N:25]=[CH:24][C:23]([C:26]2[C:31]([CH3:32])=[CH:30][N:29]=[C:28]([NH2:33])[N:27]=2)=[CH:22][CH:21]=1. Given the product [F:1][C:2]1([F:17])[O:6][C:5]2[CH:7]=[CH:8][C:9]([C:11]3([C:14]([NH:33][C:28]4[N:27]=[C:26]([C:23]5[CH:24]=[N:25][C:20]([O:19][CH3:18])=[CH:21][CH:22]=5)[C:31]([CH3:32])=[CH:30][N:29]=4)=[O:15])[CH2:13][CH2:12]3)=[CH:10][C:4]=2[O:3]1, predict the reactants needed to synthesize it. (7) Given the product [O:48]=[C:44]1[CH:43]=[C:42]([C:40]2[CH:39]=[CH:38][N:37]=[C:36]([NH:35][CH:32]3[CH2:33][CH2:34][O:29][CH2:30][CH2:31]3)[N:41]=2)[CH:47]=[CH:46][N:45]1[CH2:12][C:13]1[CH:21]=[C:20]2[C:16]([CH:17]=[CH:18][N:19]2[C:22]([O:24][C:25]([CH3:28])([CH3:27])[CH3:26])=[O:23])=[CH:15][CH:14]=1, predict the reactants needed to synthesize it. The reactants are: CC([O-])(C)C.[K+].CS(O[CH2:12][C:13]1[CH:21]=[C:20]2[C:16]([CH:17]=[CH:18][N:19]2[C:22]([O:24][C:25]([CH3:28])([CH3:27])[CH3:26])=[O:23])=[CH:15][CH:14]=1)(=O)=O.[O:29]1[CH2:34][CH2:33][CH:32]([NH:35][C:36]2[N:41]=[C:40]([C:42]3[CH:47]=[CH:46][NH:45][C:44](=[O:48])[CH:43]=3)[CH:39]=[CH:38][N:37]=2)[CH2:31][CH2:30]1.O.